This data is from Forward reaction prediction with 1.9M reactions from USPTO patents (1976-2016). The task is: Predict the product of the given reaction. (1) The product is: [F:3][C:4]1[C:5]([O:10][CH2:11][C:12]2[CH:17]=[CH:16][C:15]([CH2:18][C:19]([Cl:27])=[N:20][OH:22])=[CH:14][CH:13]=2)=[N:6][CH:7]=[CH:8][CH:9]=1. Given the reactants CO.[F:3][C:4]1[C:5]([O:10][CH2:11][C:12]2[CH:17]=[CH:16][C:15]([CH2:18][CH2:19][N+:20]([O-:22])=O)=[CH:14][CH:13]=2)=[N:6][CH:7]=[CH:8][CH:9]=1.C[O-].[Li+].C(Cl)[Cl:27], predict the reaction product. (2) Given the reactants Cl[C:2]1[CH:7]=[C:6]([Cl:8])[N:5]=[CH:4][N:3]=1.[CH3:9][N:10]1[CH:14]=[C:13](B2OC(C)(C)C(C)(C)O2)[CH:12]=[N:11]1.C([O-])([O-])=O.[Na+].[Na+], predict the reaction product. The product is: [Cl:8][C:6]1[CH:7]=[C:2]([C:13]2[CH:12]=[N:11][N:10]([CH3:9])[CH:14]=2)[N:3]=[CH:4][N:5]=1.